This data is from Full USPTO retrosynthesis dataset with 1.9M reactions from patents (1976-2016). The task is: Predict the reactants needed to synthesize the given product. (1) Given the product [C:26]([C:2]1[NH:1][C:9]2[C:4]([C:3]=1[CH2:10][C:11]([O:13][CH2:14][CH3:15])=[O:12])=[CH:5][CH:6]=[CH:7][CH:8]=2)(=[O:33])[C:27]1[CH:32]=[CH:31][CH:30]=[CH:29][CH:28]=1, predict the reactants needed to synthesize it. The reactants are: [NH:1]1[C:9]2[C:4](=[CH:5][CH:6]=[CH:7][CH:8]=2)[C:3]([CH2:10][C:11]([O:13][CH2:14][CH3:15])=[O:12])=[CH:2]1.C1COCC1.CN(C=O)C.[C:26](Cl)(=[O:33])[C:27]1[CH:32]=[CH:31][CH:30]=[CH:29][CH:28]=1. (2) Given the product [ClH:1].[NH2:8][CH2:7][C:6]1[CH:16]=[C:2]([Cl:1])[CH:3]=[CH:4][C:5]=1[N:17]([CH3:22])[S:18]([CH3:21])(=[O:20])=[O:19], predict the reactants needed to synthesize it. The reactants are: [Cl:1][C:2]1[CH:3]=[CH:4][C:5]([N:17]([CH3:22])[S:18]([CH3:21])(=[O:20])=[O:19])=[C:6]([CH:16]=1)[CH2:7][NH:8]C(=O)OC(C)(C)C.Cl.